This data is from Full USPTO retrosynthesis dataset with 1.9M reactions from patents (1976-2016). The task is: Predict the reactants needed to synthesize the given product. (1) Given the product [CH:7]1[C:8]2[NH:9][C:10]3[C:15](=[CH:14][CH:13]=[CH:12][CH:11]=3)[C:16]=2[CH:17]=[CH:5][CH:6]=1.[SiH4:4], predict the reactants needed to synthesize it. The reactants are: C(O[Si:4](OCC)(OCC)[C:5]1[CH:6]=[CH:7][C:8]2[N:9](C)[C:10]3[C:15]([C:16]=2[CH:17]=1)=[CH:14][C:13]([Si](OCC)(OCC)OCC)=[CH:12][CH:11]=3)C.C([Mg]Br)C=C.Cl. (2) The reactants are: ClC(Cl)(Cl)[C:3]([C:5]1[C:13]2[C:8](=[CH:9][N:10]=[CH:11][CH:12]=2)[NH:7][C:6]=1[CH3:14])=[O:4].[OH-:17].[K+].[CH3:19]O. Given the product [CH3:14][C:6]1[NH:7][C:8]2=[CH:9][N:10]=[CH:11][CH:12]=[C:13]2[C:5]=1[C:3]([O:4][CH3:19])=[O:17], predict the reactants needed to synthesize it. (3) The reactants are: C(=O)([O-])[O-].[Cs+].[Cs+].Cl.Cl.[NH:9]1[CH2:12][CH:11]([C:13]2[NH:17][C:16]3[CH:18]=[CH:19][C:20]([Cl:22])=[CH:21][C:15]=3[N:14]=2)[CH2:10]1.F[C:24]1[CH:29]=[C:28]([CH:30]2[CH2:35][CH2:34][O:33][CH2:32][CH2:31]2)[CH:27]=[CH:26][N:25]=1.[Cl-].[NH4+]. Given the product [Cl:22][C:20]1[CH:19]=[CH:18][C:16]2[NH:17][C:13]([CH:11]3[CH2:12][N:9]([C:26]4[CH:27]=[C:28]([CH:30]5[CH2:35][CH2:34][O:33][CH2:32][CH2:31]5)[CH:29]=[CH:24][N:25]=4)[CH2:10]3)=[N:14][C:15]=2[CH:21]=1, predict the reactants needed to synthesize it. (4) Given the product [C:1]([C:3]1[C@@H:8]([C:9]2[CH:14]=[CH:13][C:12]([C:15]#[N:16])=[CH:11][C:10]=2[S:17]([CH3:20])(=[O:18])=[O:19])[N:7]([C:21]([NH:45][C:46]([CH3:50])([CH3:49])[CH2:47][OH:48])=[O:22])[C:6](=[O:33])[N:5]([C:34]2[CH:39]=[CH:38][CH:37]=[C:36]([C:40]([F:43])([F:41])[F:42])[CH:35]=2)[C:4]=1[CH3:44])#[N:2], predict the reactants needed to synthesize it. The reactants are: [C:1]([C:3]1[C@@H:8]([C:9]2[CH:14]=[CH:13][C:12]([C:15]#[N:16])=[CH:11][C:10]=2[S:17]([CH3:20])(=[O:19])=[O:18])[N:7]([C:21](OC2C=CC([N+]([O-])=O)=CC=2)=[O:22])[C:6](=[O:33])[N:5]([C:34]2[CH:39]=[CH:38][CH:37]=[C:36]([C:40]([F:43])([F:42])[F:41])[CH:35]=2)[C:4]=1[CH3:44])#[N:2].[NH2:45][C:46]([CH3:50])([CH3:49])[CH2:47][OH:48]. (5) Given the product [Cl:1][C:2]1[CH:3]=[C:4]([C:12]2[O:13][N:16]=[C:17]([C:18]3[CH:27]=[CH:26][CH:25]=[C:24]4[C:19]=3[CH:20]=[CH:21][N:22]=[C:23]4[CH2:28][CH2:29][C:30]([O:32][C:33]([CH3:36])([CH3:35])[CH3:34])=[O:31])[N:37]=2)[CH:5]=[N:6][C:7]=1[O:8][CH:9]([CH3:11])[CH3:10], predict the reactants needed to synthesize it. The reactants are: [Cl:1][C:2]1[CH:3]=[C:4]([C:12](Cl)=[O:13])[CH:5]=[N:6][C:7]=1[O:8][CH:9]([CH3:11])[CH3:10].O[NH:16][C:17](=[NH:37])[C:18]1[CH:27]=[CH:26][CH:25]=[C:24]2[C:19]=1[CH:20]=[CH:21][N:22]=[C:23]2[CH2:28][CH2:29][C:30]([O:32][C:33]([CH3:36])([CH3:35])[CH3:34])=[O:31].C(N(CC)CC)C.